This data is from Forward reaction prediction with 1.9M reactions from USPTO patents (1976-2016). The task is: Predict the product of the given reaction. (1) Given the reactants [C:1]([C:3]1[S:4][C:5]([N+:8]([O-])=O)=[CH:6][CH:7]=1)#[N:2].N[C:12]1S[C:14]([C:17]#[N:18])=[CH:15][CH:16]=1.N[C:20]1[S:21][CH:22]=CC=1.OCCN.Cl.ClCC1(N)CCCC1, predict the reaction product. The product is: [C:1]([C:3]1[S:4][C:5]([N:8]=[C:20]2[S:21][CH2:22][C:17]3([CH2:14][CH2:15][CH2:16][CH2:12]3)[NH:18]2)=[CH:6][CH:7]=1)#[N:2]. (2) Given the reactants [CH2:1]([O:8][C:9]1[C:10]([NH2:21])=[CH:11][C:12]2[C:17]([CH:18]=1)=[CH:16][CH:15]=[C:14]([O:19][CH3:20])[CH:13]=2)[C:2]1[CH:7]=[CH:6][CH:5]=[CH:4][CH:3]=1.C(=O)([O-])[O-].[K+].[K+].Br[CH2:29][C:30]([O:32][CH3:33])=[O:31].O, predict the reaction product. The product is: [CH3:33][O:32][C:30](=[O:31])[CH2:29][NH:21][C:10]1[C:9]([O:8][CH2:1][C:2]2[CH:3]=[CH:4][CH:5]=[CH:6][CH:7]=2)=[CH:18][C:17]2[C:12](=[CH:13][C:14]([O:19][CH3:20])=[CH:15][CH:16]=2)[CH:11]=1. (3) Given the reactants Cl.Cl.[CH2:3]([N:10]1[CH2:17][CH:16]2[O:18][CH:12]([CH2:13][NH:14][CH2:15]2)[CH2:11]1)[C:4]1[CH:9]=[CH:8][CH:7]=[CH:6][CH:5]=1.[C:19]([NH:23][C:24](=[O:29])[O:25][CH2:26][CH2:27]Br)([CH3:22])([CH3:21])[CH3:20].C([O-])([O-])=O.[K+].[K+], predict the reaction product. The product is: [CH2:3]([N:10]1[CH2:17][CH:16]2[O:18][CH:12]([CH2:13][N:14]([CH2:27][CH2:26][O:25][C:24](=[O:29])[NH:23][C:19]([CH3:22])([CH3:21])[CH3:20])[CH2:15]2)[CH2:11]1)[C:4]1[CH:5]=[CH:6][CH:7]=[CH:8][CH:9]=1. (4) Given the reactants [C:1]([O:5][C:6]([N:8]1[CH2:13][CH2:12][N:11]([C:14]2[N:19]=[CH:18][C:17]([C:20]3[CH:25]=[CH:24][C:23]([F:26])=[CH:22][CH:21]=3)=[CH:16]N=2)[CH2:10][CH2:9]1)=[O:7])([CH3:4])([CH3:3])[CH3:2].[C:27](OC(N1CCN(C2C=CC(Br)=CN=2)CC1)=O)(C)(C)C.FC1C=CC(B(O)O)=CC=1, predict the reaction product. The product is: [C:1]([O:5][C:6]([N:8]1[CH2:13][CH2:12][N:11]([C:14]2[CH:27]=[CH:16][C:17]([C:20]3[CH:21]=[CH:22][C:23]([F:26])=[CH:24][CH:25]=3)=[CH:18][N:19]=2)[CH2:10][CH2:9]1)=[O:7])([CH3:2])([CH3:3])[CH3:4]. (5) The product is: [CH:24]([NH:21][C:22]([NH:1][C:2]1[CH:3]=[CH:4][CH:5]=[C:6]2[C:10]=1[NH:9][C:8](=[O:11])[CH2:7]2)=[O:23])([CH3:26])[CH3:25]. Given the reactants [NH2:1][C:2]1[CH:3]=[CH:4][CH:5]=[C:6]2[C:10]=1[NH:9][C:8](=[O:11])[CH2:7]2.CCN(C(C)C)C(C)C.[N:21]([CH:24]([CH3:26])[CH3:25])=[C:22]=[O:23], predict the reaction product. (6) Given the reactants [F:1][C:2]([F:27])([F:26])[O:3][C:4]1[CH:9]=[CH:8][C:7]([N:10]2[CH:14]=[N:13][C:12]([C:15]3[CH:20]=[CH:19][C:18]([CH2:21][C:22]([O:24]C)=[O:23])=[CH:17][CH:16]=3)=[N:11]2)=[CH:6][CH:5]=1.O.[OH-].[Li+], predict the reaction product. The product is: [F:27][C:2]([F:1])([F:26])[O:3][C:4]1[CH:9]=[CH:8][C:7]([N:10]2[CH:14]=[N:13][C:12]([C:15]3[CH:20]=[CH:19][C:18]([CH2:21][C:22]([OH:24])=[O:23])=[CH:17][CH:16]=3)=[N:11]2)=[CH:6][CH:5]=1. (7) Given the reactants CC1(C)CCCC(C)(C)N1.C(=O)=O.[Li]CCCC.[Cl:19][C:20]1[CH:25]=[N:24][CH:23]=[CH:22][N:21]=1.[C:26]1([C:32]2[CH:41]=[CH:40][C:39]3[C:34](=[CH:35][C:36]([CH:42]=[O:43])=[CH:37][CH:38]=3)[N:33]=2)[CH:31]=[CH:30][CH:29]=[CH:28][CH:27]=1, predict the reaction product. The product is: [Cl:19][C:20]1[C:25]([CH:42]([C:36]2[CH:35]=[C:34]3[C:39]([CH:40]=[CH:41][C:32]([C:26]4[CH:27]=[CH:28][CH:29]=[CH:30][CH:31]=4)=[N:33]3)=[CH:38][CH:37]=2)[OH:43])=[N:24][CH:23]=[CH:22][N:21]=1.